From a dataset of NCI-60 drug combinations with 297,098 pairs across 59 cell lines. Regression. Given two drug SMILES strings and cell line genomic features, predict the synergy score measuring deviation from expected non-interaction effect. Drug 1: CC1OCC2C(O1)C(C(C(O2)OC3C4COC(=O)C4C(C5=CC6=C(C=C35)OCO6)C7=CC(=C(C(=C7)OC)O)OC)O)O. Drug 2: B(C(CC(C)C)NC(=O)C(CC1=CC=CC=C1)NC(=O)C2=NC=CN=C2)(O)O. Cell line: HCT116. Synergy scores: CSS=72.0, Synergy_ZIP=1.26, Synergy_Bliss=-0.142, Synergy_Loewe=-2.12, Synergy_HSA=1.07.